From a dataset of Peptide-MHC class I binding affinity with 185,985 pairs from IEDB/IMGT. Regression. Given a peptide amino acid sequence and an MHC pseudo amino acid sequence, predict their binding affinity value. This is MHC class I binding data. (1) The peptide sequence is NSDPEFNVL. The MHC is HLA-A69:01 with pseudo-sequence HLA-A69:01. The binding affinity (normalized) is 0.0847. (2) The peptide sequence is PLWESATEV. The MHC is HLA-A31:01 with pseudo-sequence HLA-A31:01. The binding affinity (normalized) is 0.0847.